This data is from Reaction yield outcomes from USPTO patents with 853,638 reactions. The task is: Predict the reaction yield, written as a fraction of the theoretical maximum amount of product (1.0 means a 100% yield; for example, 0.34 means a 34% yield). (1) The reactants are [N:1]1[CH:6]=[CH:5][N:4]=[CH:3][C:2]=1[NH2:7].CO.Br[CH2:11][C:12](=O)[C:13]([O-:15])=[O:14].CO[CH2:19][CH2:20]OC. No catalyst specified. The product is [N:7]1[CH:11]=[C:12]([C:13]([O:15][CH2:19][CH3:20])=[O:14])[N:1]2[CH:6]=[CH:5][N:4]=[CH:3][C:2]=12. The yield is 0.289. (2) The reactants are [C:1]([C:5]1[CH:10]=[C:9](Br)[C:8]([N+:12]([O-:14])=[O:13])=[CH:7][C:6]=1[OH:15])([CH3:4])([CH3:3])[CH3:2].[CH2:16]([O:18][C:19]1[CH:24]=[CH:23][CH:22]=[CH:21][C:20]=1B(O)O)[CH3:17].C(=O)([O-])[O-].[K+].[K+].O. The catalyst is CN(C=O)C.C1C=CC([P]([Pd]([P](C2C=CC=CC=2)(C2C=CC=CC=2)C2C=CC=CC=2)([P](C2C=CC=CC=2)(C2C=CC=CC=2)C2C=CC=CC=2)[P](C2C=CC=CC=2)(C2C=CC=CC=2)C2C=CC=CC=2)(C2C=CC=CC=2)C2C=CC=CC=2)=CC=1. The product is [C:1]([C:5]1[CH:10]=[C:9]([C:20]2[CH:21]=[CH:22][CH:23]=[CH:24][C:19]=2[O:18][CH2:16][CH3:17])[C:8]([N+:12]([O-:14])=[O:13])=[CH:7][C:6]=1[OH:15])([CH3:4])([CH3:3])[CH3:2]. The yield is 0.920. (3) The reactants are [CH:1]1([C:4]2[CH:8]=[C:7]([NH2:9])[N:6]([CH3:10])[N:5]=2)[CH2:3][CH2:2]1.[Cl:11][C:12]1[CH:19]=[CH:18][C:15]([CH:16]=O)=[C:14]([CH3:20])[CH:13]=1.[SH:21][C:22]([CH3:27])([CH3:26])[C:23](O)=[O:24]. The catalyst is C(#N)C. The product is [Cl:11][C:12]1[CH:19]=[CH:18][C:15]([CH:16]2[S:21][C:22]([CH3:27])([CH3:26])[C:23](=[O:24])[NH:9][C:7]3[N:6]([CH3:10])[N:5]=[C:4]([CH:1]4[CH2:3][CH2:2]4)[C:8]2=3)=[C:14]([CH3:20])[CH:13]=1. The yield is 0.150. (4) The reactants are [Cl:1][C:2]1[CH:3]=[C:4]([CH:9]([C:28]([F:31])([F:30])[F:29])/[CH:10]=[CH:11]/[C:12]2[CH:13]=[CH:14][C:15]([N:23]3[CH:27]=[N:26][CH:25]=[N:24]3)=[C:16]([CH:22]=2)[C:17]([O:19]CC)=[O:18])[CH:5]=[C:6]([Cl:8])[CH:7]=1. The catalyst is Cl. The product is [Cl:8][C:6]1[CH:5]=[C:4]([CH:9]([C:28]([F:29])([F:31])[F:30])/[CH:10]=[CH:11]/[C:12]2[CH:13]=[CH:14][C:15]([N:23]3[CH:27]=[N:26][CH:25]=[N:24]3)=[C:16]([CH:22]=2)[C:17]([OH:19])=[O:18])[CH:3]=[C:2]([Cl:1])[CH:7]=1. The yield is 0.600. (5) The reactants are [ClH:1].[Cl:2][CH2:3][CH:4]1[CH2:15][N:14]2[C:6]([C:7]3[NH:8][C:9]([CH:20]4[CH2:24][CH2:23][CH2:22][CH2:21]4)=[N:10][C:11]=3[N:12]([CH2:17][CH2:18][CH3:19])[C:13]2=[O:16])=[N:5]1.[NH:25]1[CH2:30][CH2:29][CH2:28][CH2:27][CH2:26]1.O. The catalyst is CS(C)=O. The product is [ClH:2].[ClH:1].[CH:20]1([C:9]2[NH:8][C:7]3[C:6]4=[N:5][CH:4]([CH2:3][N:25]5[CH2:30][CH2:29][CH2:28][CH2:27][CH2:26]5)[CH2:15][N:14]4[C:13](=[O:16])[N:12]([CH2:17][CH2:18][CH3:19])[C:11]=3[N:10]=2)[CH2:24][CH2:23][CH2:22][CH2:21]1. The yield is 0.480. (6) The reactants are [Cl:1][C:2]1[N:10]=[CH:9][N:8]=[C:7]2[C:3]=1[N:4]=[CH:5][N:6]2[CH:11]1[CH:15]2[O:16][C:17]([CH3:20])([CH3:19])[O:18][CH:14]2[CH:13]([CH2:21][OH:22])[O:12]1.C1(P(C2C=CC=CC=2)C2C=CC=CC=2)C=CC=CC=1.[CH3:42][O:43][C:44]([C:46]1[O:50][N:49]=[C:48](O)[CH:47]=1)=[O:45].CCOC(/N=N/C(OCC)=O)=O. The catalyst is ClCCl. The product is [CH3:42][O:43][C:44]([C:46]1[O:50][N:49]=[C:48]([O:22][CH2:21][CH:13]2[CH:14]3[CH:15]([O:16][C:17]([CH3:19])([CH3:20])[O:18]3)[CH:11]([N:6]3[CH:5]=[N:4][C:3]4[C:7]3=[N:8][CH:9]=[N:10][C:2]=4[Cl:1])[O:12]2)[CH:47]=1)=[O:45]. The yield is 0.950. (7) The reactants are [CH2:1]([O:4][CH2:5][C:6]1([C:9]2[CH:16]=[CH:15][C:12]([CH:13]=[O:14])=[CH:11][CH:10]=2)[CH2:8][CH2:7]1)[CH2:2][CH3:3].C(=O)C1C=CC=CC=1.[BH4-].[K+]. The product is [CH2:1]([O:4][CH2:5][C:6]1([C:9]2[CH:10]=[CH:11][C:12]([CH2:13][OH:14])=[CH:15][CH:16]=2)[CH2:8][CH2:7]1)[CH2:2][CH3:3]. The yield is 0.640. No catalyst specified. (8) The reactants are [Br:1][C:2]1[CH:23]=[CH:22][C:5]([O:6][CH2:7][CH2:8][CH2:9][CH2:10][N:11]2C(=O)C3=CC=CC=C3C2=O)=[CH:4][CH:3]=1.O.NN.Cl. The catalyst is C(O)C.ClCCl. The product is [Br:1][C:2]1[CH:23]=[CH:22][C:5]([O:6][CH2:7][CH2:8][CH2:9][CH2:10][NH2:11])=[CH:4][CH:3]=1. The yield is 0.750.